Dataset: Full USPTO retrosynthesis dataset with 1.9M reactions from patents (1976-2016). Task: Predict the reactants needed to synthesize the given product. (1) Given the product [CH3:16][O:15][CH2:14][CH2:13][O:12][C:4]1[CH:3]=[C:2]([B:20]2[O:21][C:22]([CH3:24])([CH3:23])[C:18]([CH3:34])([CH3:17])[O:19]2)[CH:7]=[C:6]([C:8]([F:11])([F:10])[F:9])[CH:5]=1, predict the reactants needed to synthesize it. The reactants are: I[C:2]1[CH:7]=[C:6]([C:8]([F:11])([F:10])[F:9])[CH:5]=[C:4]([O:12][CH2:13][CH2:14][O:15][CH3:16])[CH:3]=1.[CH3:17][C:18]1([CH3:34])[C:22]([CH3:24])([CH3:23])[O:21][B:20]([B:20]2[O:21][C:22]([CH3:24])([CH3:23])[C:18]([CH3:34])([CH3:17])[O:19]2)[O:19]1.C([O-])(=O)C.[K+]. (2) Given the product [N+:23]([C:14]1[CH:15]=[C:16]([C:19]([F:20])([F:21])[F:22])[CH:17]=[CH:18][C:13]=1[N:1]1[CH2:6][CH2:5][CH2:4][CH2:3][CH2:2]1)([O-:25])=[O:24], predict the reactants needed to synthesize it. The reactants are: [NH:1]1[CH2:6][CH2:5][CH2:4][CH2:3][CH2:2]1.CN(C)C=O.Cl[C:13]1[CH:18]=[CH:17][C:16]([C:19]([F:22])([F:21])[F:20])=[CH:15][C:14]=1[N+:23]([O-:25])=[O:24]. (3) Given the product [CH2:11]([C:13]1[CH:14]=[CH:15][C:16]([OH:19])=[C:17]([CH:18]=1)[CH:1]=[O:20])[CH3:12], predict the reactants needed to synthesize it. The reactants are: [CH2:1]1N2CN3CN(C2)CN1C3.[CH2:11]([C:13]1[CH:18]=[CH:17][C:16]([OH:19])=[CH:15][CH:14]=1)[CH3:12].[OH2:20].Cl. (4) The reactants are: [NH2:1][C:2]1[N:6]([C@@H:7]2[CH2:12][CH2:11][CH2:10][N:9]([C:13](=[O:19])/[CH:14]=[CH:15]/[CH:16](F)F)[CH2:8]2)[N:5]=[C:4]([C:20]2[CH:25]=[CH:24][C:23]([O:26][C:27]3[CH:32]=[CH:31][CH:30]=[C:29]([C:33]([F:36])([F:35])[F:34])[N:28]=3)=[CH:22][CH:21]=2)[C:3]=1[C:37]([NH2:39])=[O:38].C(/C=C/C(O)=O)#[N:41]. Given the product [NH2:1][C:2]1[N:6]([C@@H:7]2[CH2:12][CH2:11][CH2:10][N:9]([C:13](=[O:19])/[CH:14]=[CH:15]/[C:16]#[N:41])[CH2:8]2)[N:5]=[C:4]([C:20]2[CH:21]=[CH:22][C:23]([O:26][C:27]3[CH:32]=[CH:31][CH:30]=[C:29]([C:33]([F:36])([F:34])[F:35])[N:28]=3)=[CH:24][CH:25]=2)[C:3]=1[C:37]([NH2:39])=[O:38], predict the reactants needed to synthesize it. (5) Given the product [CH2:1]([O:5][CH2:6][CH2:7][O:8][C:9]1[CH:10]=[CH:11][C:12]([C:15]2[CH:20]=[CH:19][C:18]([N:21]3[CH2:25][CH2:24][CH:23]([C:26]([N:54]([CH3:55])[CH3:53])=[O:27])[CH2:22]3)=[C:17](/[CH:29]=[C:30](\[CH3:51])/[C:31]([NH:33][C:34]3[CH:35]=[CH:36][C:37]([S@:40]([CH2:42][C:43]4[N:47]([CH2:48][CH2:49][CH3:50])[CH:46]=[N:45][CH:44]=4)=[O:41])=[CH:38][CH:39]=3)=[O:32])[CH:16]=2)=[CH:13][CH:14]=1)[CH2:2][CH2:3][CH3:4], predict the reactants needed to synthesize it. The reactants are: [CH2:1]([O:5][CH2:6][CH2:7][O:8][C:9]1[CH:14]=[CH:13][C:12]([C:15]2[CH:20]=[CH:19][C:18]([N:21]3[CH2:25][CH2:24][CH:23]([C:26](O)=[O:27])[CH2:22]3)=[C:17](/[CH:29]=[C:30](\[CH3:51])/[C:31]([NH:33][C:34]3[CH:39]=[CH:38][C:37]([S@:40]([CH2:42][C:43]4[N:47]([CH2:48][CH2:49][CH3:50])[CH:46]=[N:45][CH:44]=4)=[O:41])=[CH:36][CH:35]=3)=[O:32])[CH:16]=2)=[CH:11][CH:10]=1)[CH2:2][CH2:3][CH3:4].[Cl-].[CH3:53][NH2+:54][CH3:55].O.ON1C2C=CC=CC=2N=N1.Cl.C(N=C=NCCCN(C)C)C. (6) Given the product [F:27][C:28]1[CH:35]=[CH:34][C:16]([C:15]2[N:3]=[C:4]([OH:14])[C:5]3[C:6]([CH:13]=2)=[CH:7][C:8]([O:11][CH3:12])=[CH:9][CH:10]=3)=[CH:30][CH:29]=1, predict the reactants needed to synthesize it. The reactants are: C([N:3]([CH2:15][CH3:16])[C:4](=[O:14])[C:5]1[CH:10]=[CH:9][C:8]([O:11][CH3:12])=[CH:7][C:6]=1[CH3:13])C.C([Li])(C)(C)C.CCCCC.[F:27][C:28]1[CH:35]=[CH:34]C(C#N)=[CH:30][CH:29]=1.